From a dataset of Forward reaction prediction with 1.9M reactions from USPTO patents (1976-2016). Predict the product of the given reaction. The product is: [CH3:1][N:25]1[C:20]([S:19][CH3:18])=[N:21][C:22]([C:27]2[CH:32]=[CH:31][N:30]=[CH:29][CH:28]=2)=[N:23][C:24]1=[O:26]. Given the reactants [CH2:1](N)C1C=CC=CC=1.C(N)CC1C=CC=CC=1.[CH3:18][S:19][C:20]1[NH:25][C:24](=[O:26])[N:23]=[C:22]([C:27]2[CH:32]=[CH:31][N:30]=[CH:29][CH:28]=2)[N:21]=1, predict the reaction product.